Dataset: NCI-60 drug combinations with 297,098 pairs across 59 cell lines. Task: Regression. Given two drug SMILES strings and cell line genomic features, predict the synergy score measuring deviation from expected non-interaction effect. (1) Drug 1: C1=CC(=CC=C1C#N)C(C2=CC=C(C=C2)C#N)N3C=NC=N3. Drug 2: C(=O)(N)NO. Cell line: HT29. Synergy scores: CSS=2.60, Synergy_ZIP=-1.30, Synergy_Bliss=-0.424, Synergy_Loewe=2.98, Synergy_HSA=-0.994. (2) Drug 1: CC1=C2C(C(=O)C3(C(CC4C(C3C(C(C2(C)C)(CC1OC(=O)C(C(C5=CC=CC=C5)NC(=O)OC(C)(C)C)O)O)OC(=O)C6=CC=CC=C6)(CO4)OC(=O)C)OC)C)OC. Drug 2: C1=NNC2=C1C(=O)NC=N2. Cell line: PC-3. Synergy scores: CSS=17.6, Synergy_ZIP=-3.68, Synergy_Bliss=-6.03, Synergy_Loewe=-30.9, Synergy_HSA=-5.85. (3) Drug 1: CS(=O)(=O)CCNCC1=CC=C(O1)C2=CC3=C(C=C2)N=CN=C3NC4=CC(=C(C=C4)OCC5=CC(=CC=C5)F)Cl. Drug 2: CC12CCC3C(C1CCC2OP(=O)(O)O)CCC4=C3C=CC(=C4)OC(=O)N(CCCl)CCCl.[Na+]. Cell line: NCI-H322M. Synergy scores: CSS=31.3, Synergy_ZIP=1.40, Synergy_Bliss=4.55, Synergy_Loewe=-44.2, Synergy_HSA=6.86. (4) Drug 1: C1CC(=O)NC(=O)C1N2CC3=C(C2=O)C=CC=C3N. Drug 2: CC1C(C(CC(O1)OC2CC(CC3=C2C(=C4C(=C3O)C(=O)C5=CC=CC=C5C4=O)O)(C(=O)C)O)N)O. Cell line: HCT116. Synergy scores: CSS=35.8, Synergy_ZIP=3.59, Synergy_Bliss=3.85, Synergy_Loewe=-23.5, Synergy_HSA=3.68. (5) Drug 1: C1=CC(=C2C(=C1NCCNCCO)C(=O)C3=C(C=CC(=C3C2=O)O)O)NCCNCCO. Drug 2: C1CC(=O)NC(=O)C1N2C(=O)C3=CC=CC=C3C2=O. Cell line: NCI/ADR-RES. Synergy scores: CSS=9.98, Synergy_ZIP=-0.541, Synergy_Bliss=7.79, Synergy_Loewe=2.65, Synergy_HSA=6.42. (6) Drug 1: C1=NC2=C(N1)C(=S)N=C(N2)N. Drug 2: CC12CCC3C(C1CCC2OP(=O)(O)O)CCC4=C3C=CC(=C4)OC(=O)N(CCCl)CCCl.[Na+]. Cell line: OVCAR-5. Synergy scores: CSS=42.8, Synergy_ZIP=-4.06, Synergy_Bliss=-5.95, Synergy_Loewe=-4.43, Synergy_HSA=-1.94.